Dataset: Reaction yield outcomes from USPTO patents with 853,638 reactions. Task: Predict the reaction yield, written as a fraction of the theoretical maximum amount of product (1.0 means a 100% yield; for example, 0.34 means a 34% yield). (1) The reactants are [Br:1][C:2]1[CH:7]=[CH:6][C:5]([CH:8]2[CH2:13][CH2:12][NH:11][CH2:10][CH2:9]2)=[CH:4][CH:3]=1.C(N(CC)C(C)C)(C)C.[O:23]1[CH2:26][C:25](=O)[CH2:24]1.C(O[BH-](OC(=O)C)OC(=O)C)(=O)C.[Na+]. The catalyst is C1COCC1. The product is [Br:1][C:2]1[CH:7]=[CH:6][C:5]([CH:8]2[CH2:9][CH2:10][N:11]([CH:25]3[CH2:26][O:23][CH2:24]3)[CH2:12][CH2:13]2)=[CH:4][CH:3]=1. The yield is 0.570. (2) The reactants are [C:1]1([NH2:8])C=CC=C[C:2]=1[NH2:7].[CH:9]1([C:15](O)=O)[CH2:14][CH2:13][CH2:12][CH2:11][CH2:10]1.[OH-].[Na+]. No catalyst specified. The product is [CH:9]1([C:15]2[NH:7][CH:2]=[CH:1][N:8]=2)[CH2:14][CH2:13][CH2:12][CH2:11][CH2:10]1. The yield is 0.690. (3) The reactants are [CH2:1]([OH:14])[CH:2]([OH:13])[CH2:3][CH2:4][CH2:5][CH2:6][CH2:7][CH2:8][CH2:9][CH2:10][CH2:11][CH3:12].[Cl-].[C:16]([SiH:20]([CH3:22])[CH3:21])([CH3:19])([CH3:18])[CH3:17]. The catalyst is CN(C1C=CN=CC=1)C.C(N(CC)CC)C. The product is [Si:20]([O:14][CH2:1][CH:2]([OH:13])[CH2:3][CH2:4][CH2:5][CH2:6][CH2:7][CH2:8][CH2:9][CH2:10][CH2:11][CH3:12])([C:16]([CH3:19])([CH3:18])[CH3:17])([CH3:22])[CH3:21]. The yield is 1.00. (4) The product is [F:1][C:2]([F:18])([C:8]1[CH:13]=[CH:12][C:11]([O:14][CH:15]([CH3:16])[CH3:17])=[CH:10][CH:9]=1)[C:3]([OH:5])=[O:4]. The yield is 0.670. The catalyst is O1CCCC1. The reactants are [F:1][C:2]([F:18])([C:8]1[CH:13]=[CH:12][C:11]([O:14][CH:15]([CH3:17])[CH3:16])=[CH:10][CH:9]=1)[C:3]([O:5]CC)=[O:4].C(O)C.O.O.[OH-].[Li+]. (5) The product is [C:34]([NH:1][C:2]1[C:3]([N:15]2[CH2:16][CH2:17][CH:18]([C:21]([O:23][CH3:24])=[O:22])[CH2:19][CH2:20]2)=[N:4][CH:5]=[C:6]([C:8]2[O:9][C:10]([CH2:13][CH3:14])=[CH:11][N:12]=2)[CH:7]=1)(=[O:36])[CH3:35]. The catalyst is C(Cl)Cl. The yield is 0.500. The reactants are [NH2:1][C:2]1[C:3]([N:15]2[CH2:20][CH2:19][CH:18]([C:21]([O:23][CH3:24])=[O:22])[CH2:17][CH2:16]2)=[N:4][CH:5]=[C:6]([C:8]2[O:9][C:10]([CH2:13][CH3:14])=[CH:11][N:12]=2)[CH:7]=1.CCN(C(C)C)C(C)C.[C:34](Cl)(=[O:36])[CH3:35]. (6) The reactants are [C-:1]#[N:2].[K+].Cl[C:5]1[S:6][C:7]2[CH:13]=[C:12]([NH2:14])[CH:11]=[CH:10][C:8]=2[N:9]=1.C(OCC)(=O)C.CCCCCC.P([O-])(O)(O)=O.[K+]. The catalyst is CS(C)=O.C(OCC)C. The product is [C:1]([C:5]1[S:6][C:7]2[CH:13]=[C:12]([NH2:14])[CH:11]=[CH:10][C:8]=2[N:9]=1)#[N:2]. The yield is 0.540. (7) The reactants are [BrH:1].[F:2][C:3]1[CH:8]=[C:7]([N+:9]([O-:11])=[O:10])[CH:6]=[CH:5][C:4]=1[O:12][CH:13]1[CH2:18][CH2:17][N:16](C(OCC2C=CC=CC=2)=O)[CH2:15][CH2:14]1. The catalyst is CCOCC. The product is [BrH:1].[F:2][C:3]1[CH:8]=[C:7]([N+:9]([O-:11])=[O:10])[CH:6]=[CH:5][C:4]=1[O:12][CH:13]1[CH2:18][CH2:17][NH:16][CH2:15][CH2:14]1. The yield is 0.500.